This data is from Forward reaction prediction with 1.9M reactions from USPTO patents (1976-2016). The task is: Predict the product of the given reaction. (1) Given the reactants Br[C:2]1[CH:3]=[CH:4][C:5]([N:8]2[CH2:12][CH2:11][O:10][C:9]2=[O:13])=[N:6][CH:7]=1.[CH3:14][C:15]1([CH3:31])[C:19]([CH3:21])([CH3:20])[O:18][B:17]([B:17]2[O:18][C:19]([CH3:21])([CH3:20])[C:15]([CH3:31])([CH3:14])[O:16]2)[O:16]1.ClCCl.C([O-])(=O)C.[K+], predict the reaction product. The product is: [CH3:14][C:15]1([CH3:31])[C:19]([CH3:21])([CH3:20])[O:18][B:17]([C:2]2[CH:3]=[CH:4][C:5]([N:8]3[CH2:12][CH2:11][O:10][C:9]3=[O:13])=[N:6][CH:7]=2)[O:16]1. (2) Given the reactants Cl.CC1(C)[O:7][CH:6]([CH2:8][O:9][C:10]2[CH:11]=[C:12]([C:16]3[C:24]4[C:19](=[N:20][CH:21]=[C:22]([NH:25][C:26](=[O:42])[C:27]5[C:32]([F:33])=[CH:31][CH:30]=[C:29]([NH:34][S:35]([CH2:38][CH2:39][CH3:40])(=[O:37])=[O:36])[C:28]=5[F:41])[CH:23]=4)[NH:18][N:17]=3)[CH:13]=[CH:14][CH:15]=2)[CH2:5][O:4]1, predict the reaction product. The product is: [OH:7][CH:6]([CH2:5][OH:4])[CH2:8][O:9][C:10]1[CH:11]=[C:12]([C:16]2[C:24]3[C:19](=[N:20][CH:21]=[C:22]([NH:25][C:26](=[O:42])[C:27]4[C:32]([F:33])=[CH:31][CH:30]=[C:29]([NH:34][S:35]([CH2:38][CH2:39][CH3:40])(=[O:37])=[O:36])[C:28]=4[F:41])[CH:23]=3)[NH:18][N:17]=2)[CH:13]=[CH:14][CH:15]=1.